This data is from Catalyst prediction with 721,799 reactions and 888 catalyst types from USPTO. The task is: Predict which catalyst facilitates the given reaction. (1) Reactant: [OH:1][C:2]1[CH:9]=[CH:8][C:5]([CH:6]=O)=[CH:4][CH:3]=1.[CH:10](I)(I)[I:11]. Product: [I:11]/[CH:10]=[CH:6]/[C:5]1[CH:8]=[CH:9][C:2]([OH:1])=[CH:3][CH:4]=1. The catalyst class is: 1. (2) Reactant: [CH2:1]([O:3][C@@H:4]([CH2:8][C:9]1[CH:14]=[CH:13][C:12]([O:15][CH2:16][C:17]([N:19]([CH2:28][CH2:29][CH2:30][CH2:31][CH2:32][CH3:33])[CH2:20][CH2:21][C:22]2[CH:27]=[CH:26][CH:25]=[CH:24][CH:23]=2)=[O:18])=[CH:11][CH:10]=1)[C:5]([OH:7])=[O:6])[CH3:2].[CH2:34]1[C:42]2[C:37](=[CH:38][CH:39]=[CH:40][CH:41]=2)[C@@H:36]([NH2:43])[C@H:35]1[OH:44]. Product: [CH2:1]([O:3][C@@H:4]([CH2:8][C:9]1[CH:14]=[CH:13][C:12]([O:15][CH2:16][C:17]([N:19]([CH2:28][CH2:29][CH2:30][CH2:31][CH2:32][CH3:33])[CH2:20][CH2:21][C:22]2[CH:23]=[CH:24][CH:25]=[CH:26][CH:27]=2)=[O:18])=[CH:11][CH:10]=1)[C:5]([OH:7])=[O:6])[CH3:2].[OH:44][C@H:35]1[CH2:34][C:42]2[C:37](=[CH:38][CH:39]=[CH:40][CH:41]=2)[C@H:36]1[NH2:43]. The catalyst class is: 13. (3) Reactant: [CH3:1][O:2][C:3]1[CH:4]=[C:5]2[C:10](=[CH:11][C:12]=1[O:13][CH3:14])[N:9]=[CH:8][CH:7]=[C:6]2[O:15][C:16]1[CH:22]=[CH:21][C:19]([NH2:20])=[CH:18][CH:17]=1.C(N(CC)CC)C.ClC(Cl)(O[C:34](=[O:40])OC(Cl)(Cl)Cl)Cl.[CH3:42][C:43]1[S:47][C:46]([CH:48]([NH2:50])[CH3:49])=[N:45][CH:44]=1. Product: [CH3:1][O:2][C:3]1[CH:4]=[C:5]2[C:10](=[CH:11][C:12]=1[O:13][CH3:14])[N:9]=[CH:8][CH:7]=[C:6]2[O:15][C:16]1[CH:22]=[CH:21][C:19]([NH:20][C:34]([NH:50][CH:48]([C:46]2[S:47][C:43]([CH3:42])=[CH:44][N:45]=2)[CH3:49])=[O:40])=[CH:18][CH:17]=1. The catalyst class is: 22. (4) Reactant: [CH:1]([Si:4](Cl)([CH:8]([CH3:10])[CH3:9])[CH:5]([CH3:7])[CH3:6])([CH3:3])[CH3:2].[F:12][C:13]1[CH:14]=[C:15]([OH:20])[CH:16]=[CH:17][C:18]=1[F:19].N1C=CN=C1. Product: [F:12][C:13]1[CH:14]=[C:15]([CH:16]=[CH:17][C:18]=1[F:19])[O:20][Si:4]([CH:8]([CH3:10])[CH3:9])([CH:5]([CH3:7])[CH3:6])[CH:1]([CH3:3])[CH3:2]. The catalyst class is: 35.